Dataset: Catalyst prediction with 721,799 reactions and 888 catalyst types from USPTO. Task: Predict which catalyst facilitates the given reaction. (1) Reactant: COP([CH2:7][C:8](=[O:23])[CH2:9][CH2:10][CH2:11][CH2:12][C:13]1[CH:22]=[CH:21][C:20]2[CH2:19][CH2:18][CH2:17][NH:16][C:15]=2[N:14]=1)(=O)OC.[CH:24]([C:26]1[CH:27]=[N:28][C:29]([CH3:32])=[N:30][CH:31]=1)=O.C([O-])([O-])=O.[K+].[K+]. Product: [CH3:32][C:29]1[N:30]=[CH:31][C:26]([CH:24]=[CH:7][C:8](=[O:23])[CH2:9][CH2:10][CH2:11][CH2:12][C:13]2[CH:22]=[CH:21][C:20]3[CH2:19][CH2:18][CH2:17][NH:16][C:15]=3[N:14]=2)=[CH:27][N:28]=1. The catalyst class is: 3. (2) Reactant: [OH:1][C:2]1[CH:3]=[C:4]2[C:8](=[CH:9][CH:10]=1)[N:7]1[CH2:11][CH2:12][CH2:13][CH:14]([CH2:15][C:16]([O:18][CH2:19][CH3:20])=[O:17])[C:6]1=[CH:5]2.C(=O)([O-])[O-].[Cs+].[Cs+].Cl[CH2:28][C:29]1[CH:30]=[C:31]([CH:34]=[C:35]([O:37][C:38]([F:41])([F:40])[F:39])[CH:36]=1)[C:32]#[N:33]. Product: [C:32]([C:31]1[CH:30]=[C:29]([CH:36]=[C:35]([O:37][C:38]([F:39])([F:41])[F:40])[CH:34]=1)[CH2:28][O:1][C:2]1[CH:3]=[C:4]2[C:8](=[CH:9][CH:10]=1)[N:7]1[CH2:11][CH2:12][CH2:13][CH:14]([CH2:15][C:16]([O:18][CH2:19][CH3:20])=[O:17])[C:6]1=[CH:5]2)#[N:33]. The catalyst class is: 3. (3) Reactant: [CH3:1][C:2]1[C:3]([C:13](OCC)=[O:14])=[N:4][CH:5]=[C:6]([C:8]([O:10][CH2:11][CH3:12])=[O:9])[CH:7]=1.[Cl-].[Ca+2].[Cl-].[BH4-].[Na+]. Product: [OH:14][CH2:13][C:3]1[C:2]([CH3:1])=[CH:7][C:6]([C:8]([O:10][CH2:11][CH3:12])=[O:9])=[CH:5][N:4]=1. The catalyst class is: 242. (4) Reactant: C(NC[C@@H]1C[C@H](O)C1)C1C=CC=CC=1.[OH:15][C@@H:16]1[CH2:19][C@H:18]([CH2:20][N:21]([CH3:29])[C:22](=[O:28])[O:23][C:24]([CH3:27])([CH3:26])[CH3:25])[CH2:17]1.C(N(CC)CC)C.[CH3:37][S:38](Cl)(=[O:40])=[O:39]. Product: [CH3:37][S:38]([O:15][C@H:16]1[CH2:19][C@@H:18]([CH2:20][N:21]([C:22]([O:23][C:24]([CH3:25])([CH3:26])[CH3:27])=[O:28])[CH3:29])[CH2:17]1)(=[O:40])=[O:39]. The catalyst class is: 34. (5) Reactant: [F:1][C:2]1[CH:7]=[CH:6][C:5]([C:8]2[O:9][C:10]3[CH:20]=[CH:19][C:18]([O:21]CC(C)=C)=[CH:17][C:11]=3[C:12]=2[C:13]([O:15][CH3:16])=[O:14])=[CH:4][CH:3]=1. Product: [F:1][C:2]1[CH:7]=[CH:6][C:5]([C:8]2[O:9][C:10]3[CH:20]=[CH:19][C:18]([OH:21])=[C:17]([CH2:6][C:5]([CH3:8])=[CH2:4])[C:11]=3[C:12]=2[C:13]([O:15][CH3:16])=[O:14])=[CH:4][CH:3]=1. The catalyst class is: 37. (6) Reactant: [C:1]([C:3]1[CH:8]=[CH:7][C:6]([CH:9]2[N:14]([CH2:15][C:16]([O:18]C(C)(C)C)=[O:17])[C:13](=[O:23])[N:12]([C:24]3[CH:29]=[CH:28][CH:27]=[C:26]([C:30]([F:33])([F:32])[F:31])[CH:25]=3)[C:11]([CH3:34])=[C:10]2[C:35]([CH:37]2[CH2:40][CH2:39][CH2:38]2)=[O:36])=[CH:5][CH:4]=1)#[N:2]. Product: [C:1]([C:3]1[CH:4]=[CH:5][C:6]([CH:9]2[N:14]([CH2:15][C:16]([OH:18])=[O:17])[C:13](=[O:23])[N:12]([C:24]3[CH:29]=[CH:28][CH:27]=[C:26]([C:30]([F:32])([F:31])[F:33])[CH:25]=3)[C:11]([CH3:34])=[C:10]2[C:35]([CH:37]2[CH2:38][CH2:39][CH2:40]2)=[O:36])=[CH:7][CH:8]=1)#[N:2]. The catalyst class is: 55. (7) Reactant: C(OC(=O)[NH:7][C@H:8]1[CH2:13][CH2:12][C@H:11]([NH:14][C:15]2[N:20]=[C:19]([NH2:21])[C:18]([C:22](=[O:32])[C:23]3[CH:28]=[C:27]([F:29])[CH:26]=[CH:25][C:24]=3[O:30][CH3:31])=[CH:17][N:16]=2)[CH2:10][CH2:9]1)(C)(C)C. The catalyst class is: 330. Product: [NH2:21][C:19]1[C:18]([C:22]([C:23]2[CH:28]=[C:27]([F:29])[CH:26]=[CH:25][C:24]=2[O:30][CH3:31])=[O:32])=[CH:17][N:16]=[C:15]([NH:14][C@H:11]2[CH2:12][CH2:13][C@H:8]([NH2:7])[CH2:9][CH2:10]2)[N:20]=1. (8) Reactant: O.[O:2]([C:9]1[CH:10]=[C:11]([CH:15]([CH3:19])[C:16]([O-:18])=[O:17])[CH:12]=[CH:13][CH:14]=1)[C:3]1[CH:8]=[CH:7][CH:6]=[CH:5][CH:4]=1.[Ca+2].O(C1C=C(C(C)C([O-])=O)C=CC=1)[C:22]1C=CC=CC=1.OS(O)(=O)=O. Product: [CH3:22][O:17][C:16](=[O:18])[CH:15]([C:11]1[CH:12]=[CH:13][CH:14]=[C:9]([O:2][C:3]2[CH:4]=[CH:5][CH:6]=[CH:7][CH:8]=2)[CH:10]=1)[CH3:19]. The catalyst class is: 5. (9) Reactant: C1(P(C2C=CC=CC=2)C2C=CC=CC=2)C=CC=CC=1.[Cl:20][C:21]1[C:22]2[C:29]([I:30])=[CH:28][NH:27][C:23]=2[N:24]=[CH:25][N:26]=1.N(C(OC(C)C)=O)=NC(OC(C)C)=O.O[CH2:46][CH2:47][C@@H:48]([NH:51][C:52](=[O:58])[O:53][C:54]([CH3:57])([CH3:56])[CH3:55])[CH:49]=[CH2:50]. Product: [Cl:20][C:21]1[C:22]2[C:29]([I:30])=[CH:28][N:27]([CH2:50][CH2:49][C@@H:48]([NH:51][C:52](=[O:58])[O:53][C:54]([CH3:57])([CH3:56])[CH3:55])[CH:47]=[CH2:46])[C:23]=2[N:24]=[CH:25][N:26]=1. The catalyst class is: 57. (10) Reactant: Cl[C:2]1[C:14]2[C:13]3[CH:12]=[CH:11][C:10]([C:15]([F:18])([F:17])[F:16])=[CH:9][C:8]=3[N:7]([CH3:19])[C:6]=2[C:5]([C:20]#[N:21])=[CH:4][N:3]=1.[NH4+:22].[OH-]. Product: [NH2:22][C:2]1[C:14]2[C:13]3[CH:12]=[CH:11][C:10]([C:15]([F:18])([F:17])[F:16])=[CH:9][C:8]=3[N:7]([CH3:19])[C:6]=2[C:5]([C:20]#[N:21])=[CH:4][N:3]=1. The catalyst class is: 14.